From a dataset of Catalyst prediction with 721,799 reactions and 888 catalyst types from USPTO. Predict which catalyst facilitates the given reaction. (1) Reactant: [CH:1]([CH:4]1[CH2:8][O:7][C:6](=[O:9])[N:5]1[C:10]1[CH:15]=[CH:14][N:13]=[C:12]([NH:16][C@H:17]([CH:19]2[CH2:24][CH2:23][NH:22][CH2:21][CH2:20]2)[CH3:18])[N:11]=1)([CH3:3])[CH3:2].CN(C(ON1N=N[C:35]2[CH:36]=[CH:37][CH:38]=[N:39][C:34]1=2)=[N+](C)C)C.F[P-](F)(F)(F)(F)F.CCN(C(C)C)C(C)C.CN([CH:61]=[O:62])C. Product: [CH:1]([C@H:4]1[CH2:8][O:7][C:6](=[O:9])[N:5]1[C:10]1[CH:15]=[CH:14][N:13]=[C:12]([NH:16][C@H:17]([CH:19]2[CH2:24][CH2:23][N:22]([C:61]([C:36]3[CH:35]=[CH:34][N:39]=[CH:38][CH:37]=3)=[O:62])[CH2:21][CH2:20]2)[CH3:18])[N:11]=1)([CH3:2])[CH3:3]. The catalyst class is: 4. (2) Reactant: [C:1]1([C:7]2[S:8][CH:9]=[CH:10][CH:11]=2)[CH:6]=[CH:5][CH:4]=[CH:3][CH:2]=1.[Br:12]N1C(=O)CCC1=O. The catalyst class is: 5. Product: [C:1]1([C:7]2[S:8][C:9]([Br:12])=[CH:10][CH:11]=2)[CH:2]=[CH:3][CH:4]=[CH:5][CH:6]=1. (3) Reactant: [CH2:1]1[C:7]2[CH:8]=[CH:9][CH:10]=[CH:11][C:6]=2[CH2:5][CH2:4][CH2:3][N:2]1[C:12]1[CH:21]=[C:20]([C:22](OC)=[O:23])[C:19]2[C:14](=[CH:15][CH:16]=[CH:17][CH:18]=2)[N:13]=1.B. Product: [CH2:1]1[C:7]2[CH:8]=[CH:9][CH:10]=[CH:11][C:6]=2[CH2:5][CH2:4][CH2:3][N:2]1[C:12]1[CH:21]=[C:20]([CH2:22][OH:23])[C:19]2[C:14](=[CH:15][CH:16]=[CH:17][CH:18]=2)[N:13]=1. The catalyst class is: 7.